From a dataset of Full USPTO retrosynthesis dataset with 1.9M reactions from patents (1976-2016). Predict the reactants needed to synthesize the given product. (1) Given the product [CH2:7]([N:14]1[C:17]2([CH2:18][N:19]([C:33]([O:32][C:29]([CH3:31])([CH3:30])[CH3:28])=[O:34])[CH2:20]2)[CH2:16][CH2:15]1)[C:8]1[CH:13]=[CH:12][CH:11]=[CH:10][CH:9]=1, predict the reactants needed to synthesize it. The reactants are: C(O)(=O)C(O)=O.[CH2:7]([N:14]1[C:17]2([CH2:20][NH:19][CH2:18]2)[CH2:16][CH2:15]1)[C:8]1[CH:13]=[CH:12][CH:11]=[CH:10][CH:9]=1.C(N(CC)CC)C.[CH3:28][C:29]([O:32][C:33](O[C:33]([O:32][C:29]([CH3:31])([CH3:30])[CH3:28])=[O:34])=[O:34])([CH3:31])[CH3:30]. (2) The reactants are: Br[C:2]1[CH:7]=[CH:6][N:5]=[C:4]([O:8]C)[CH:3]=1.[CH3:10][S:11][C:12]1[CH:17]=[CH:16][C:15](B(O)O)=[CH:14][CH:13]=1.C([O-])([O-])=O.[K+].[K+]. Given the product [CH3:10][S:11][C:12]1[CH:17]=[CH:16][C:15]([C:2]2[CH:7]=[CH:6][NH:5][C:4](=[O:8])[CH:3]=2)=[CH:14][CH:13]=1, predict the reactants needed to synthesize it. (3) Given the product [CH3:1][O:2][C:3](=[O:12])[C:4]1[CH:9]=[CH:8][C:7]([Br:10])=[CH:6][C:5]=1[CH2:11][Br:20], predict the reactants needed to synthesize it. The reactants are: [CH3:1][O:2][C:3](=[O:12])[C:4]1[CH:9]=[CH:8][C:7]([Br:10])=[CH:6][C:5]=1[CH3:11].C1C(=O)N([Br:20])C(=O)C1. (4) Given the product [Br:26][C:27]1[CH:33]=[CH:32][C:30]([NH:31][C:17]([C:14]2[C:15](=[O:16])[N:10]([CH2:9][C:3]3[CH:4]=[CH:5][CH:6]=[C:7]([F:8])[C:2]=3[F:1])[N:11]3[CH2:24][CH2:23][CH2:22][C@:12]3([CH3:25])[C:13]=2[OH:21])=[O:19])=[C:29]([I:34])[CH:28]=1, predict the reactants needed to synthesize it. The reactants are: [F:1][C:2]1[C:7]([F:8])=[CH:6][CH:5]=[CH:4][C:3]=1[CH2:9][N:10]1[C:15](=[O:16])[C:14]([C:17]([O:19]C)=O)=[C:13]([OH:21])[C@@:12]2([CH3:25])[CH2:22][CH2:23][CH2:24][N:11]12.[Br:26][C:27]1[CH:33]=[CH:32][C:30]([NH2:31])=[C:29]([I:34])[CH:28]=1. (5) Given the product [Cl:15][CH2:9][C:6]1[CH:7]=[CH:8][C:3]([O:2][CH3:1])=[CH:4][C:5]=1[N+:11]([O-:13])=[O:12], predict the reactants needed to synthesize it. The reactants are: [CH3:1][O:2][C:3]1[CH:8]=[CH:7][C:6]([CH2:9]O)=[C:5]([N+:11]([O-:13])=[O:12])[CH:4]=1.P(Cl)(Cl)(Cl)(Cl)[Cl:15]. (6) Given the product [N:34]1([C:43]2[CH:44]=[CH:45][C:40]([CH2:46][CH2:53][O:55][CH:56]3[C:57]4[C:11](=[CH:12][C:13]([C:14]5[CH:5]=[CH:6][CH:7]=[CH:16][CH:15]=5)=[CH:47][CH:48]=4)[CH2:10][CH2:9][N:8]3[C:25]3[CH:26]=[CH:27][C:28]([F:31])=[CH:29][CH:30]=3)=[CH:41][CH:42]=2)[CH2:39][CH2:38][CH2:37][CH2:36][CH2:35]1, predict the reactants needed to synthesize it. The reactants are: BrC1C=C[C:5]([CH2:6][CH:7]2[C:16]3[C:11](=[CH:12][C:13](OCC4C=CC=CC=4)=[CH:14][CH:15]=3)[CH2:10][CH2:9][N:8]2[C:25]2[CH:30]=[CH:29][C:28]([F:31])=[CH:27][CH:26]=2)=CC=1.[NH:34]1[CH2:39][CH2:38][CH2:37][CH2:36][CH2:35]1.[C:40]1([CH3:46])[CH:45]=[CH:44][CH:43]=[CH:42][CH:41]=1.[CH3:47][C:48]([O-])(C)C.[Na+].[CH2:53]([O:55][CH2:56][CH3:57])C. (7) Given the product [NH:1]([C:30]([O:32][CH2:33][CH:34]1[C:35]2[C:40](=[CH:39][CH:38]=[CH:37][CH:36]=2)[C:41]2[C:46]1=[CH:45][CH:44]=[CH:43][CH:42]=2)=[O:31])[C@@H:2]([C:27]([NH:55][CH2:56][C:57]([NH2:62])=[O:78])=[O:29])[CH2:3][CH2:4][CH2:5][NH:6][C:7](=[NH:26])[NH:8][S:9]([C:12]1[C:24]([CH3:25])=[C:23]2[C:17]([O:18][C:19]([CH2:22]2)([CH3:21])[CH3:20])=[C:15]([CH3:16])[C:13]=1[CH3:14])(=[O:10])=[O:11], predict the reactants needed to synthesize it. The reactants are: [NH:1]([C:30]([O:32][CH2:33][CH:34]1[C:46]2[C:41](=[CH:42][CH:43]=[CH:44][CH:45]=2)[C:40]2[C:35]1=[CH:36][CH:37]=[CH:38][CH:39]=2)=[O:31])[C@@H:2]([C:27]([OH:29])=O)[CH2:3][CH2:4][CH2:5][NH:6][C:7](=[NH:26])[NH:8][S:9]([C:12]1[C:24]([CH3:25])=[C:23]2[C:17]([O:18][C:19]([CH2:22]2)([CH3:21])[CH3:20])=[C:15]([CH3:16])[C:13]=1[CH3:14])(=[O:11])=[O:10].CN(C([O:78][N:55]1N=[N:62][C:57]2C=CC=C[C:56]1=2)=[N+](C)C)C.[B-](F)(F)(F)F.C1C=C[C:57]2[N:62]([OH:78])N=[N:55][C:56]=2C=1. (8) Given the product [Cl:12][C:13]1[CH:14]=[CH:15][C:16]([NH:22][C:23]2[C:31]3[C:26](=[CH:27][N:28]=[CH:29][CH:30]=3)[O:25][C:24]=2[C:32]([NH:7][C:2]2[N:3]=[CH:4][CH:5]=[CH:6][N:1]=2)=[O:33])=[C:17]2[C:21]=1[NH:20][N:19]=[CH:18]2, predict the reactants needed to synthesize it. The reactants are: [N:1]1[CH:6]=[CH:5][CH:4]=[N:3][C:2]=1[NH2:7].C[Al](C)C.[Cl:12][C:13]1[CH:14]=[CH:15][C:16]([NH:22][C:23]2[C:31]3[C:26](=[CH:27][N:28]=[CH:29][CH:30]=3)[O:25][C:24]=2[C:32](OCC)=[O:33])=[C:17]2[C:21]=1[NH:20][N:19]=[CH:18]2. (9) Given the product [CH2:17]([O:16][C:15]([NH:14][CH2:11]/[CH:12]=[CH:13]/[B:10]([OH:26])[OH:25])=[O:24])[C:18]1[CH:19]=[CH:20][CH:21]=[CH:22][CH:23]=1, predict the reactants needed to synthesize it. The reactants are: C1CCCCC=1.CSC.[BH3:10].[CH2:11]([NH:14][C:15](=[O:24])[O:16][CH2:17][C:18]1[CH:23]=[CH:22][CH:21]=[CH:20][CH:19]=1)[C:12]#[CH:13].[OH2:25].[OH2:26].C[N+]([O-])(C)C. (10) Given the product [CH:13]1([C:18]2([CH2:26][CH2:27][C:28]3[CH:33]=[CH:32][C:31]([OH:34])=[C:30]([CH2:35][CH3:36])[CH:29]=3)[O:23][C:22](=[O:24])[C:21]([CH2:11][C:9]3[N:10]=[C:4]4[N:3]=[C:2]([CH3:1])[CH:7]=[CH:6][N:5]4[N:8]=3)=[C:20]([OH:25])[CH2:19]2)[CH2:17][CH2:16][CH2:15][CH2:14]1, predict the reactants needed to synthesize it. The reactants are: [CH3:1][C:2]1[CH:7]=[CH:6][N:5]2[N:8]=[C:9]([CH:11]=O)[N:10]=[C:4]2[N:3]=1.[CH:13]1([C:18]2([CH2:26][CH2:27][C:28]3[CH:33]=[CH:32][C:31]([OH:34])=[C:30]([CH2:35][CH3:36])[CH:29]=3)[O:23][C:22](=[O:24])[CH2:21][C:20](=[O:25])[CH2:19]2)[CH2:17][CH2:16][CH2:15][CH2:14]1.